This data is from NCI-60 drug combinations with 297,098 pairs across 59 cell lines. The task is: Regression. Given two drug SMILES strings and cell line genomic features, predict the synergy score measuring deviation from expected non-interaction effect. (1) Drug 1: C1=CC(=CC=C1CCCC(=O)O)N(CCCl)CCCl. Drug 2: C1CN(P(=O)(OC1)NCCCl)CCCl. Cell line: A498. Synergy scores: CSS=20.8, Synergy_ZIP=-5.70, Synergy_Bliss=-1.09, Synergy_Loewe=-12.3, Synergy_HSA=-1.93. (2) Drug 1: CC1=C(C(CCC1)(C)C)C=CC(=CC=CC(=CC(=O)O)C)C. Drug 2: C(=O)(N)NO. Cell line: DU-145. Synergy scores: CSS=2.25, Synergy_ZIP=-0.451, Synergy_Bliss=-1.41, Synergy_Loewe=-1.70, Synergy_HSA=-4.18. (3) Drug 2: CS(=O)(=O)OCCCCOS(=O)(=O)C. Cell line: TK-10. Drug 1: C1=CC(=CC=C1CCC2=CNC3=C2C(=O)NC(=N3)N)C(=O)NC(CCC(=O)O)C(=O)O. Synergy scores: CSS=38.7, Synergy_ZIP=-0.282, Synergy_Bliss=-0.921, Synergy_Loewe=-14.0, Synergy_HSA=-1.72.